From a dataset of Forward reaction prediction with 1.9M reactions from USPTO patents (1976-2016). Predict the product of the given reaction. (1) Given the reactants [Cl:1][C:2]1[C:3]([CH:9](C(OCC)=O)[C:10]([O:12][CH2:13][CH3:14])=[O:11])=[N:4][CH:5]=[C:6]([Cl:8])[CH:7]=1.CS(C)=O.[Cl-].[Na+], predict the reaction product. The product is: [Cl:1][C:2]1[C:3]([CH2:9][C:10]([O:12][CH2:13][CH3:14])=[O:11])=[N:4][CH:5]=[C:6]([Cl:8])[CH:7]=1. (2) Given the reactants C(OC(=O)[NH:7][C@@H:8]1[C@@H:13]([OH:14])[C@H:12]([CH2:15][C:16]2[CH:21]=[C:20]([O:22][CH:23]([C:28]([F:31])([F:30])[F:29])[C:24]([F:27])([F:26])[F:25])[C:19]([N+:32]([O-:34])=[O:33])=[C:18]([F:35])[CH:17]=2)[CH2:11][S:10](=[O:37])(=[O:36])[CH2:9]1)(C)(C)C.[ClH:39], predict the reaction product. The product is: [ClH:39].[NH2:7][C@@H:8]1[C@@H:13]([OH:14])[C@H:12]([CH2:15][C:16]2[CH:21]=[C:20]([O:22][CH:23]([C:24]([F:27])([F:26])[F:25])[C:28]([F:31])([F:29])[F:30])[C:19]([N+:32]([O-:34])=[O:33])=[C:18]([F:35])[CH:17]=2)[CH2:11][S:10](=[O:36])(=[O:37])[CH2:9]1. (3) Given the reactants Cl[C:2]1[CH:7]=[CH:6][C:5]([C:8]2[O:9][C:10]([C:13]3[C:14]([C:19]4[CH:24]=[CH:23][CH:22]=[CH:21][CH:20]=4)=[N:15][O:16][C:17]=3[CH3:18])=[N:11][N:12]=2)=[CH:4][N:3]=1.[CH2:25]([CH2:27][NH2:28])[OH:26], predict the reaction product. The product is: [CH3:18][C:17]1[O:16][N:15]=[C:14]([C:19]2[CH:24]=[CH:23][CH:22]=[CH:21][CH:20]=2)[C:13]=1[C:10]1[O:9][C:8]([C:5]2[CH:6]=[CH:7][C:2]([NH:28][CH2:27][CH2:25][OH:26])=[N:3][CH:4]=2)=[N:12][N:11]=1. (4) Given the reactants [CH3:1][O:2][C:3](=[O:27])[C:4]1[CH:9]=[CH:8][C:7]([C:10]([C:12]2[C:21]([OH:22])=[CH:20][C:19]3[C:18]([CH3:24])([CH3:23])[CH2:17][CH2:16][C:15]([CH3:26])([CH3:25])[C:14]=3[CH:13]=2)=[O:11])=[CH:6][CH:5]=1.C([O-])([O-])=O.[K+].[K+].[C:34]([C:38]1[CH:45]=[CH:44][C:41]([CH2:42]Br)=[CH:40][CH:39]=1)([CH3:37])([CH3:36])[CH3:35], predict the reaction product. The product is: [CH3:1][O:2][C:3](=[O:27])[C:4]1[CH:9]=[CH:8][C:7]([C:10]([C:12]2[C:21]([O:22][CH2:42][C:41]3[CH:44]=[CH:45][C:38]([C:34]([CH3:37])([CH3:36])[CH3:35])=[CH:39][CH:40]=3)=[CH:20][C:19]3[C:18]([CH3:23])([CH3:24])[CH2:17][CH2:16][C:15]([CH3:26])([CH3:25])[C:14]=3[CH:13]=2)=[O:11])=[CH:6][CH:5]=1. (5) The product is: [Cl:12][C:11]1[CH:10]=[CH:9][C:8]2[N:7]=[CH:6][CH:5]=[CH:4][C:3]=2[C:2]=1[C:26]([NH:23][CH2:24][CH:25]1[CH2:17][CH2:16][CH2:15][CH2:14][CH2:13]1)=[O:29]. Given the reactants Br[C:2]1[C:11]([Cl:12])=[CH:10][CH:9]=[C:8]2[C:3]=1[CH:4]=[CH:5][CH:6]=[N:7]2.[CH:13]1(CN)C[CH2:17][CH2:16][CH2:15][CH2:14]1.C([N:23]([CH2:26]C)[CH2:24][CH3:25])C.[C]=[O:29], predict the reaction product. (6) Given the reactants [F:1][C:2]1[CH:17]=[CH:16][C:5]([CH2:6][O:7][CH2:8][C:9]2[N:14]=[C:13]([NH2:15])[CH:12]=[CH:11][CH:10]=2)=[CH:4][CH:3]=1.[Cl:18][C:19]1[CH:24]=[CH:23][C:22]([S:25](Cl)(=[O:27])=[O:26])=[CH:21][C:20]=1[C:29]([F:32])([F:31])[F:30], predict the reaction product. The product is: [Cl:18][C:19]1[CH:24]=[CH:23][C:22]([S:25]([NH:15][C:13]2[CH:12]=[CH:11][CH:10]=[C:9]([CH2:8][O:7][CH2:6][C:5]3[CH:4]=[CH:3][C:2]([F:1])=[CH:17][CH:16]=3)[N:14]=2)(=[O:26])=[O:27])=[CH:21][C:20]=1[C:29]([F:32])([F:30])[F:31]. (7) Given the reactants [CH3:1][C:2]([CH3:4])=O.[H][H].[CH:7]1[CH:12]=[CH:11][CH:10]=[CH:9][CH:8]=1, predict the reaction product. The product is: [C:7]1([CH:2]([CH3:4])[CH3:1])[CH:12]=[CH:11][CH:10]=[CH:9][CH:8]=1. (8) Given the reactants [CH2:1]([O:8][C@@H:9]1[C@@H:14]([O:15][CH2:16][C:17]2[CH:22]=[CH:21][CH:20]=[CH:19][CH:18]=2)[C@H:13]([O:23][CH2:24][C:25]2[CH:30]=[CH:29][CH:28]=[CH:27][CH:26]=2)[C:12](=[CH2:31])[O:11][C@H:10]1[C:32]1[CH:37]=[CH:36][C:35]([Cl:38])=[C:34]([CH2:39][C:40]2[CH:45]=[CH:44][C:43]([O:46][CH2:47][CH3:48])=[CH:42][CH:41]=2)[CH:33]=1)[C:2]1[CH:7]=[CH:6][CH:5]=[CH:4][CH:3]=1.[N+](=[CH:51][C:52]([O:54][CH2:55][CH3:56])=[O:53])=[N-], predict the reaction product. The product is: [CH2:55]([O:54][C:52]([CH:51]1[C:12]2([C@@H:13]([O:23][CH2:24][C:25]3[CH:30]=[CH:29][CH:28]=[CH:27][CH:26]=3)[C@H:14]([O:15][CH2:16][C:17]3[CH:18]=[CH:19][CH:20]=[CH:21][CH:22]=3)[C@@H:9]([O:8][CH2:1][C:2]3[CH:7]=[CH:6][CH:5]=[CH:4][CH:3]=3)[C@H:10]([C:32]3[CH:37]=[CH:36][C:35]([Cl:38])=[C:34]([CH2:39][C:40]4[CH:45]=[CH:44][C:43]([O:46][CH2:47][CH3:48])=[CH:42][CH:41]=4)[CH:33]=3)[O:11]2)[CH2:31]1)=[O:53])[CH3:56]. (9) Given the reactants [Cl:1][C:2]1[CH:3]=[C:4]2[C:8](=[CH:9][C:10]=1[O:11][CH3:12])[C:7]([CH2:15][C:16]#[N:17])([C:13]#N)[CH2:6][CH2:5]2.[OH2:18].CC(O)=[O:21], predict the reaction product. The product is: [Cl:1][C:2]1[CH:3]=[C:4]2[C:8](=[CH:9][C:10]=1[O:11][CH3:12])[C:7]1([CH2:15][C:16](=[O:18])[NH:17][C:13]1=[O:21])[CH2:6][CH2:5]2.